From a dataset of Reaction yield outcomes from USPTO patents with 853,638 reactions. Predict the reaction yield, written as a fraction of the theoretical maximum amount of product (1.0 means a 100% yield; for example, 0.34 means a 34% yield). (1) The reactants are C(OC([N:8]1[CH2:13][CH2:12][O:11][C:10]2[CH:14]=[CH:15][C:16]([CH2:18][C:19](OC(C)(C)C)=[O:20])=[N:17][C:9]1=2)=O)(C)(C)C.[BH4-].[Li+]. The catalyst is C1COCC1. The product is [O:11]1[CH2:12][CH2:13][NH:8][C:9]2[N:17]=[C:16]([CH2:18][CH2:19][OH:20])[CH:15]=[CH:14][C:10]1=2. The yield is 0.940. (2) The yield is 0.370. The product is [Br:38][C:39]1[CH:51]=[N:50][C:49]2[C:48]3[C:47]([F:52])=[CH:46][C:45]([S:53]([CH3:56])(=[O:55])=[O:54])=[CH:44][C:43]=3[N:42]([C@@H:14]([CH:21]3[CH2:26][CH2:25][O:24][CH2:23][CH2:22]3)[C:15]3[CH:20]=[CH:19][CH:18]=[CH:17][CH:16]=3)[C:41]=2[CH:40]=1. No catalyst specified. The reactants are CS(C1C=CC2C3N=CC(C4N(C)N=NC=4C)=CC=3N([C@@H:14]([CH:21]3[CH2:26][CH2:25][O:24][CH2:23][CH2:22]3)[C:15]3[CH:20]=[CH:19][CH:18]=[CH:17][CH:16]=3)C=2C=1)(=O)=O.[Br:38][C:39]1[CH:51]=[N:50][C:49]2[C:48]3[C:47]([F:52])=[CH:46][C:45]([S:53]([CH3:56])(=[O:55])=[O:54])=[CH:44][C:43]=3[NH:42][C:41]=2[CH:40]=1. (3) The reactants are S(Cl)(Cl)=O.N1C=CC=CC=1.O[C:12]1([C:27]([F:30])([F:29])[F:28])[CH2:18][CH:17]2[N:19](C(OC(C)(C)C)=O)[CH:14]([CH2:15][CH2:16]2)[CH2:13]1. The catalyst is CN(C)C1C=CN=CC=1.O1CCOCC1. The product is [F:30][C:27]([F:28])([F:29])[C:12]1[CH2:13][CH:14]2[NH:19][CH:17]([CH2:16][CH2:15]2)[CH:18]=1. The yield is 0.500. (4) The reactants are [F:1][C:2]([F:12])([F:11])[C:3]1[CH:8]=[CH:7][C:6]([CH2:9][NH2:10])=[CH:5][CH:4]=1.[CH2:13]([NH:20][C:21]([C:23]1[S:27][C:26]([N:28]2[CH2:33][CH2:32][CH2:31][CH:30](Br)[C:29]2=[O:35])=[N:25][C:24]=1[CH3:36])=[O:22])[C:14]1[CH:19]=[CH:18][CH:17]=[CH:16][CH:15]=1. No catalyst specified. The product is [CH2:13]([NH:20][C:21]([C:23]1[S:27][C:26]([N:28]2[CH2:33][CH2:32][CH2:31][CH:30]([NH:10][CH2:9][C:6]3[CH:5]=[CH:4][C:3]([C:2]([F:11])([F:12])[F:1])=[CH:8][CH:7]=3)[C:29]2=[O:35])=[N:25][C:24]=1[CH3:36])=[O:22])[C:14]1[CH:19]=[CH:18][CH:17]=[CH:16][CH:15]=1. The yield is 0.200. (5) The reactants are [C:1]([N:4]1[C:13]2[C:8](=[CH:9][C:10]([C:14]([OH:16])=O)=[CH:11][CH:12]=2)[C@H:7]([NH:17][C:18]2[CH:23]=[CH:22][CH:21]=[C:20]([N:24]3[CH2:29][CH2:28][O:27][CH2:26][CH2:25]3)[CH:19]=2)[CH2:6][C@@H:5]1[CH3:30])(=[O:3])[CH3:2].[CH3:31][NH2:32]. No catalyst specified. The product is [C:1]([N:4]1[C:13]2[C:8](=[CH:9][C:10]([C:14]([NH:32][CH3:31])=[O:16])=[CH:11][CH:12]=2)[C@H:7]([NH:17][C:18]2[CH:23]=[CH:22][CH:21]=[C:20]([N:24]3[CH2:25][CH2:26][O:27][CH2:28][CH2:29]3)[CH:19]=2)[CH2:6][C@@H:5]1[CH3:30])(=[O:3])[CH3:2]. The yield is 0.730. (6) The reactants are [CH3:1][O:2][C:3]1[C:8]2[O:9][CH2:10][O:11][C:7]=2[CH:6]=[C:5]([C:12](OC)=[O:13])[CH:4]=1.[H-].[H-].[H-].[H-].[Li+].[Al+3].O.[OH-].[Na+]. The catalyst is C1COCC1. The product is [CH3:1][O:2][C:3]1[C:8]2[O:9][CH2:10][O:11][C:7]=2[CH:6]=[C:5]([CH2:12][OH:13])[CH:4]=1. The yield is 0.520. (7) The reactants are [OH:1][C:2]1[CH:3]=[N:4][C:5]2[C:10]([CH:11]=1)=[CH:9][C:8]([CH3:12])=[CH:7][CH:6]=2.[H-].[Na+].[Cl:15][C:16]1[CH:17]=[C:18]([N+:24]([O-:26])=[O:25])[CH:19]=[C:20]([Cl:23])[C:21]=1Cl.Cl. The catalyst is CN(C=O)C. The product is [Cl:15][C:16]1[CH:17]=[C:18]([N+:24]([O-:26])=[O:25])[CH:19]=[C:20]([Cl:23])[C:21]=1[O:1][C:2]1[CH:3]=[N:4][C:5]2[C:10]([CH:11]=1)=[CH:9][C:8]([CH3:12])=[CH:7][CH:6]=2. The yield is 0.670. (8) The yield is 0.350. The product is [NH2:1][C:2]1[C:11]2[CH:10]=[CH:9][C:8]([F:12])=[C:7]([C:22]3[CH:23]=[N:24][CH:25]=[CH:26][C:21]=3[CH3:20])[C:6]=2[N:5]=[C:4]2[CH2:14][N:15]([CH2:18][CH3:19])[C:16](=[O:17])[C:3]=12. The reactants are [NH2:1][C:2]1[C:11]2[CH:10]=[CH:9][C:8]([F:12])=[C:7](Br)[C:6]=2[N:5]=[C:4]2[CH2:14][N:15]([CH2:18][CH3:19])[C:16](=[O:17])[C:3]=12.[CH3:20][C:21]1[CH:26]=[CH:25][N:24]=[CH:23][C:22]=1B(O)O. No catalyst specified. (9) The reactants are [F:1][C:2]([F:7])([F:6])[C:3]([OH:5])=[O:4].[F:8][C:9]([F:14])([F:13])[C:10]([OH:12])=[O:11].FC(F)(F)C(O)=O.[NH:22]1[CH2:25][CH:24]([CH2:26][C:27]([NH:29][C:30]2[CH:31]=[CH:32][C:33]3[NH:34][C:35]4[N:51]=[C:39]([NH:40][C:41]5[CH:42]=[N:43][CH:44]=[C:45]([CH:50]=5)[CH2:46][CH2:47][C:48]=2[CH:49]=3)[N:38]=[CH:37][C:36]=4[Cl:52])=[O:28])[CH2:23]1.[CH3:53][C:54]1[O:58][N:57]=[C:56]([C:59](Cl)=[O:60])[CH:55]=1. No catalyst specified. The product is [F:1][C:2]([F:7])([F:6])[C:3]([OH:5])=[O:4].[F:8][C:9]([F:14])([F:13])[C:10]([OH:12])=[O:11].[Cl:52][C:36]1[CH:37]=[N:38][C:39]2[NH:40][C:41]3[CH:42]=[N:43][CH:44]=[C:45]([CH:50]=3)[CH2:46][CH2:47][C:48]3[CH:49]=[C:33]([NH:34][C:35]=1[N:51]=2)[CH:32]=[CH:31][C:30]=3[NH:29][C:27](=[O:28])[CH2:26][CH:24]1[CH2:23][N:22]([C:59]([C:56]2[CH:55]=[C:54]([CH3:53])[O:58][N:57]=2)=[O:60])[CH2:25]1. The yield is 0.870.